From a dataset of Full USPTO retrosynthesis dataset with 1.9M reactions from patents (1976-2016). Predict the reactants needed to synthesize the given product. Given the product [NH:20]=[C:19]([C:18]1[N:17]=[CH:16][N:13]2[C:14](=[O:15])[N:9]([CH3:8])[N:10]=[N:11][C:12]=12)[S:21][CH2:2][C:3](=[O:7])[C:4]([OH:6])=[O:5], predict the reactants needed to synthesize it. The reactants are: Br[CH2:2][C:3](=[O:7])[C:4]([OH:6])=[O:5].[CH3:8][N:9]1[C:14](=[O:15])[N:13]2[CH:16]=[N:17][C:18]([C:19](=[S:21])[NH2:20])=[C:12]2[N:11]=[N:10]1.